Dataset: TCR-epitope binding with 47,182 pairs between 192 epitopes and 23,139 TCRs. Task: Binary Classification. Given a T-cell receptor sequence (or CDR3 region) and an epitope sequence, predict whether binding occurs between them. (1) The TCR CDR3 sequence is CASKLYTGGDQPQHF. Result: 0 (the TCR does not bind to the epitope). The epitope is NEGVKAAW. (2) The epitope is TLVPQEHYV. The TCR CDR3 sequence is CASSLGLGPSYEQYF. Result: 1 (the TCR binds to the epitope). (3) The epitope is IPSINVHHY. The TCR CDR3 sequence is CASSLGAGTFKTNEKLFF. Result: 1 (the TCR binds to the epitope). (4) The epitope is FLPRVFSAV. The TCR CDR3 sequence is CASSLAVNTAATNEKLFF. Result: 1 (the TCR binds to the epitope). (5) The epitope is VLAWLYAAV. The TCR CDR3 sequence is CASSSYAGLNSGELFF. Result: 1 (the TCR binds to the epitope). (6) The epitope is AYAQKIFKI. The TCR CDR3 sequence is CASSHPESYEQYF. Result: 0 (the TCR does not bind to the epitope).